This data is from Forward reaction prediction with 1.9M reactions from USPTO patents (1976-2016). The task is: Predict the product of the given reaction. Given the reactants [H-].[Na+].[F:3][C:4]([F:16])([F:15])[O:5][C:6]1[CH:11]=[CH:10][C:9]([CH2:12][C:13]#[N:14])=[CH:8][CH:7]=1.Br[CH:18]([CH:20](Br)[CH3:21])[CH3:19], predict the reaction product. The product is: [F:3][C:4]([F:15])([F:16])[O:5][C:6]1[CH:7]=[CH:8][C:9]([C:12]2([C:13]#[N:14])[CH2:21][CH2:20][CH2:18][CH2:19]2)=[CH:10][CH:11]=1.